Dataset: Catalyst prediction with 721,799 reactions and 888 catalyst types from USPTO. Task: Predict which catalyst facilitates the given reaction. (1) Reactant: [CH2:1]([O:8][C:9]1[C:17]([CH3:18])=[CH:16][C:12]([C:13]([OH:15])=O)=[CH:11][C:10]=1[CH2:19][CH3:20])[C:2]1[CH:7]=[CH:6][CH:5]=[CH:4][CH:3]=1.C(Cl)CCl.C1C=CC2N(O)N=NC=2C=1.CCN(C(C)C)C(C)C.Cl.Cl.[NH2:46][CH2:47][C:48]([C:55]1[CH:60]=[C:59]([CH3:61])[N:58]=[C:57]([NH:62][CH:63]([CH3:65])[CH3:64])[N:56]=1)([O:52][CH2:53][CH3:54])[O:49][CH2:50][CH3:51]. Product: [CH2:1]([O:8][C:9]1[C:17]([CH3:18])=[CH:16][C:12]([C:13]([NH:46][CH2:47][C:48]([O:52][CH2:53][CH3:54])([O:49][CH2:50][CH3:51])[C:55]2[CH:60]=[C:59]([CH3:61])[N:58]=[C:57]([NH:62][CH:63]([CH3:64])[CH3:65])[N:56]=2)=[O:15])=[CH:11][C:10]=1[CH2:19][CH3:20])[C:2]1[CH:3]=[CH:4][CH:5]=[CH:6][CH:7]=1. The catalyst class is: 31. (2) Reactant: BrC1C=CC(S(O[CH2:12][C@@H:13]2[O:27][C:17]3=[C:18]4[C:23](=[CH:24][CH:25]=[C:16]3[O:15][CH2:14]2)[N:22]=[C:21]([CH3:26])[CH:20]=[CH:19]4)(=O)=O)=CC=1.[Br:28][C:29]1[CH:30]=[C:31]2[C:36](=[CH:37][CH:38]=1)[N:35]=[C:34]([N:39]1[CH2:44][CH2:43][NH:42][CH2:41][CH2:40]1)[CH:33]=[CH:32]2.C(=O)(O)[O-].[Na+]. Product: [Br:28][C:29]1[CH:30]=[C:31]2[C:36](=[CH:37][CH:38]=1)[N:35]=[C:34]([N:39]1[CH2:40][CH2:41][N:42]([CH2:12][C@@H:13]3[O:27][C:17]4=[C:18]5[C:23](=[CH:24][CH:25]=[C:16]4[O:15][CH2:14]3)[N:22]=[C:21]([CH3:26])[CH:20]=[CH:19]5)[CH2:43][CH2:44]1)[CH:33]=[CH:32]2. The catalyst class is: 16. (3) Reactant: [C:1]([C:5]1[CH:10]=[CH:9][C:8]([S:11]([N:14]2[C:20]3[CH:21]=[C:22]([C:25](=[N:27][OH:28])[NH2:26])[CH:23]=[CH:24][C:19]=3[NH:18][C:17]3[N:29]=[C:30]([C:33]([F:36])([F:35])[F:34])[CH:31]=[CH:32][C:16]=3[CH2:15]2)(=[O:13])=[O:12])=[CH:7][CH:6]=1)([CH3:4])([CH3:3])[CH3:2].N1C=CC=CC=1.Cl[C:44](OCC)=[O:45]. Product: [C:1]([C:5]1[CH:6]=[CH:7][C:8]([S:11]([N:14]2[C:20]3[CH:21]=[C:22]([C:25]4[NH:26][C:44](=[O:45])[O:28][N:27]=4)[CH:23]=[CH:24][C:19]=3[NH:18][C:17]3[N:29]=[C:30]([C:33]([F:35])([F:36])[F:34])[CH:31]=[CH:32][C:16]=3[CH2:15]2)(=[O:13])=[O:12])=[CH:9][CH:10]=1)([CH3:4])([CH3:2])[CH3:3]. The catalyst class is: 59. (4) Reactant: C[Si](C)(C)[O:3][CH2:4][CH2:5][O:6][CH2:7][CH2:8][NH:9][C:10](=[O:13])[CH:11]=[CH2:12].CO.C(C1C=C(C)C=C(C(C)(C)C)C=1O)(C)(C)C. Product: [OH:3][CH2:4][CH2:5][O:6][CH2:7][CH2:8][NH:9][C:10](=[O:13])[CH:11]=[CH2:12]. The catalyst class is: 15. (5) Reactant: [Cl:1][C:2]1[CH:7]=[CH:6][C:5]([OH:8])=[CH:4][N:3]=1.[C:9]([NH:12][C:13]1[CH:14]=[C:15](B(O)O)[CH:16]=[CH:17][CH:18]=1)(=[O:11])[CH3:10].C(N(CC)CC)C. Product: [Cl:1][C:2]1[N:3]=[CH:4][C:5]([O:8][C:17]2[CH:18]=[C:13]([NH:12][C:9](=[O:11])[CH3:10])[CH:14]=[CH:15][CH:16]=2)=[CH:6][CH:7]=1. The catalyst class is: 221.